From a dataset of Forward reaction prediction with 1.9M reactions from USPTO patents (1976-2016). Predict the product of the given reaction. (1) The product is: [CH2:8]([C:2]1[C:3]([C:4]([O:6][CH3:7])=[O:5])=[CH:10][N:27]([C:24]2[CH:25]=[CH:26][C:21]([O:20][CH3:19])=[CH:22][CH:23]=2)[N:28]=1)[CH3:9]. Given the reactants O=[C:2]([CH2:8][CH3:9])[CH2:3][C:4]([O:6][CH3:7])=[O:5].[CH3:10]OC(OC)N(C)C.O.[CH3:19][O:20][C:21]1[CH:26]=[CH:25][C:24]([NH:27][NH2:28])=[CH:23][CH:22]=1, predict the reaction product. (2) Given the reactants [O:1]([C:8]1[CH:15]=[CH:14][CH:13]=[CH:12][C:9]=1[CH:10]=O)[C:2]1[CH:7]=[CH:6][CH:5]=[CH:4][CH:3]=1.O.C([BH3-])#N.[Na+].[O:21]1CCC[CH2:22]1, predict the reaction product. The product is: [O:1]([C:8]1[CH:15]=[CH:14][CH:13]=[CH:12][C:9]=1[CH2:10][CH2:22][OH:21])[C:2]1[CH:7]=[CH:6][CH:5]=[CH:4][CH:3]=1.